From a dataset of Reaction yield outcomes from USPTO patents with 853,638 reactions. Predict the reaction yield, written as a fraction of the theoretical maximum amount of product (1.0 means a 100% yield; for example, 0.34 means a 34% yield). (1) The reactants are [O:1]1[C:5]2[CH:6]=[CH:7][C:8]([C:10]3([C:13]([OH:15])=[O:14])[CH2:12][CH2:11]3)=[CH:9][C:4]=2[CH:3]=[CH:2]1. The catalyst is CO.O=[Pt]=O. The product is [O:1]1[C:5]2[CH:6]=[CH:7][C:8]([C:10]3([C:13]([OH:15])=[O:14])[CH2:12][CH2:11]3)=[CH:9][C:4]=2[CH2:3][CH2:2]1. The yield is 0.470. (2) The product is [O:1]1[CH2:5][CH2:4][CH2:3][C@H:2]1[C:6]([NH:17][NH2:18])=[O:8]. The reactants are [O:1]1[CH2:5][CH2:4][CH2:3][C@H:2]1[C:6]([OH:8])=O.NN.C1C=CC2N(O)[N:18]=[N:17]C=2C=1.CCN=C=NCCCN(C)C. The yield is 0.740. The catalyst is ClCCl. (3) The reactants are C([O:3][C:4](=[O:13])[CH:5]=[CH:6][CH:7]1[CH2:12][CH2:11][CH2:10][CH2:9][CH2:8]1)C.[OH-].[Li+].CO. The catalyst is O1CCOCC1.O. The product is [CH:7]1([CH:6]=[CH:5][C:4]([OH:13])=[O:3])[CH2:12][CH2:11][CH2:10][CH2:9][CH2:8]1. The yield is 0.340. (4) The reactants are CCN(C(C)C)C(C)C.[C:10]([O:14][C:15]([NH:17][CH2:18][C:19]([OH:21])=O)=[O:16])([CH3:13])([CH3:12])[CH3:11].CCN=C=NCCCN(C)C.C1C=CC2N(O)N=NC=2C=1.Cl.[N:44]1([C:50]([C:52]2[CH:57]=[CH:56][CH:55]=[CH:54][C:53]=2[C:58]([F:61])([F:60])[F:59])=[O:51])[CH2:49][CH2:48][NH:47][CH2:46][CH2:45]1. The catalyst is CN(C=O)C.CCCCCC.O. The product is [C:10]([O:14][C:15](=[O:16])[NH:17][CH2:18][C:19](=[O:21])[N:47]1[CH2:48][CH2:49][N:44]([C:50](=[O:51])[C:52]2[CH:57]=[CH:56][CH:55]=[CH:54][C:53]=2[C:58]([F:61])([F:59])[F:60])[CH2:45][CH2:46]1)([CH3:11])([CH3:12])[CH3:13]. The yield is 0.960. (5) The reactants are I([O-])(=O)(=O)=O.[Na+].[Cl:7][C:8]1[CH:9]=[C:10]([C@@H:16]([CH2:20][CH:21]2[CH2:24][CH2:23][CH2:22]2)[C:17]([OH:19])=[O:18])[CH:11]=[CH:12][C:13]=1[S:14][CH3:15].[Mn]([O-])(=O)(=O)=[O:26].[K+].[OH2:31]. The catalyst is CO. The product is [Cl:7][C:8]1[CH:9]=[C:10]([C@@H:16]([CH2:20][CH:21]2[CH2:22][CH2:23][CH2:24]2)[C:17]([OH:19])=[O:18])[CH:11]=[CH:12][C:13]=1[S:14]([CH3:15])(=[O:26])=[O:31]. The yield is 0.650.